This data is from Full USPTO retrosynthesis dataset with 1.9M reactions from patents (1976-2016). The task is: Predict the reactants needed to synthesize the given product. (1) Given the product [C:1]([O:5][C:6]([N:8]1[CH2:13][CH2:12][CH2:11][C@H:10]([C:14](=[NH:15])[NH:16][OH:17])[CH2:9]1)=[O:7])([CH3:4])([CH3:3])[CH3:2], predict the reactants needed to synthesize it. The reactants are: [C:1]([O:5][C:6]([N:8]1[CH2:13][CH2:12][CH2:11][C@H:10]([C:14]#[N:15])[CH2:9]1)=[O:7])([CH3:4])([CH3:3])[CH3:2].[NH2:16][OH:17]. (2) The reactants are: [Br:1][C:2]1[CH:3]=[C:4]2[C:8](=[CH:9][CH:10]=1)[C@@H:7]([N:11]1[CH2:16][CH2:15][N:14]([C:17]3([CH3:30])[CH2:22][CH2:21][N:20](C(OC(C)(C)C)=O)[CH2:19][CH2:18]3)[CH2:13][C@@H:12]1[CH3:31])[C@H:6]([O:32][CH2:33][CH3:34])[CH2:5]2.[ClH:35]. Given the product [ClH:35].[ClH:35].[ClH:35].[Br:1][C:2]1[CH:3]=[C:4]2[C:8](=[CH:9][CH:10]=1)[C@@H:7]([N:11]1[CH2:16][CH2:15][N:14]([C:17]3([CH3:30])[CH2:18][CH2:19][NH:20][CH2:21][CH2:22]3)[CH2:13][C@@H:12]1[CH3:31])[C@H:6]([O:32][CH2:33][CH3:34])[CH2:5]2, predict the reactants needed to synthesize it. (3) Given the product [C:23]([CH:4]1[C:3](=[O:7])[C:2]([CH3:8])([CH3:1])[CH2:6][CH2:5]1)([CH3:26])([CH3:25])[CH3:24], predict the reactants needed to synthesize it. The reactants are: [CH3:1][C:2]1([CH3:8])[CH2:6][CH2:5][CH2:4][C:3]1=[O:7].C([N-]C(C)C)(C)C.[Li+].Cl[Si](C)(C)C.Cl[C:23]([CH3:26])([CH3:25])[CH3:24]. (4) Given the product [ClH:11].[S:1]1[CH:5]=[CH:4][N:3]=[C:2]1[C:6]([NH2:12])=[NH:7], predict the reactants needed to synthesize it. The reactants are: [S:1]1[CH:5]=[CH:4][N:3]=[C:2]1[C:6]#[N:7].C[O-].[Na+].[Cl-:11].[NH4+:12].